This data is from Forward reaction prediction with 1.9M reactions from USPTO patents (1976-2016). The task is: Predict the product of the given reaction. (1) Given the reactants [C:1]1(=[O:7])[NH:5][C:4](=[O:6])[CH:3]=[CH:2]1.[NH:8]1[CH:12]=[CH:11][CH:10]=[CH:9]1, predict the reaction product. The product is: [CH2:9]([C:2]1[C:1]([NH:5][C:4](=[O:6])[CH:3]=1)=[O:7])[CH3:10].[NH:8]1[CH:12]=[CH:11][CH:10]=[CH:9]1. (2) Given the reactants [F:1][C:2]1[CH:10]=[CH:9][CH:8]=[C:7]2[C:3]=1[CH2:4][N:5]([C:11]([O:13][C@H:14]1[CH2:36][N:35]3[C@H:16]([C:17](=[O:63])[NH:18][C@@:19]4([CH2:60][C@H:59]4[CH:61]=[CH2:62])[C:20](=[O:58])[NH:21][S:22](=[O:57])(=[O:56])[C:23]4[CH:54]=[C:53]([F:55])[CH:52]=[CH:51][C:24]=4[NH:25][CH2:26][CH2:27][CH2:28][CH2:29][CH2:30][CH2:31][CH2:32][C@H:33]([NH:38]S(C4C=CC=CC=4[N+]([O-])=O)(=O)=O)[C:34]3=[O:37])[CH2:15]1)=[O:12])[CH2:6]2.[N+](C1C=CC=CC=1S(N[C@@H](CCCCCCC=C)C(OCC)=O)(=O)=O)([O-])=O.C1CCN2C(=NCCC2)CC1, predict the reaction product. The product is: [F:1][C:2]1[CH:10]=[CH:9][CH:8]=[C:7]2[C:3]=1[CH2:4][N:5]([C:11]([O:13][C@H:14]1[CH2:36][N:35]3[C@H:16]([C:17](=[O:63])[NH:18][C@@:19]4([CH2:60][C@H:59]4[CH:61]=[CH2:62])[C:20](=[O:58])[NH:21][S:22](=[O:56])(=[O:57])[C:23]4[CH:54]=[C:53]([F:55])[CH:52]=[CH:51][C:24]=4[NH:25][CH2:26][CH2:27][CH2:28][CH2:29][CH2:30][CH2:31][CH2:32][C@H:33]([NH2:38])[C:34]3=[O:37])[CH2:15]1)=[O:12])[CH2:6]2. (3) Given the reactants [CH2:1]([O:5][C:6]([C:8]1[N:9]=[C:10](Cl)[C:11]2[C:16]([C:17]=1[OH:18])=[CH:15][C:14]([O:19][C:20]1[CH:29]=[CH:28][C:23]3[N:24]=[C:25]([CH3:27])[O:26][C:22]=3[CH:21]=1)=[CH:13][CH:12]=2)=[O:7])[CH2:2][CH2:3][CH3:4].C[C:32]([N:34](C)C)=O, predict the reaction product. The product is: [CH2:1]([O:5][C:6]([C:8]1[N:9]=[C:10]([C:32]#[N:34])[C:11]2[C:16]([C:17]=1[OH:18])=[CH:15][C:14]([O:19][C:20]1[CH:29]=[CH:28][C:23]3[N:24]=[C:25]([CH3:27])[O:26][C:22]=3[CH:21]=1)=[CH:13][CH:12]=2)=[O:7])[CH2:2][CH2:3][CH3:4].